Dataset: Catalyst prediction with 721,799 reactions and 888 catalyst types from USPTO. Task: Predict which catalyst facilitates the given reaction. (1) Reactant: [F:1][CH:2]([F:36])[CH2:3][O:4][C:5]1[C:13]2[C:12](=O)[N:11]([C:15]3[CH:20]=[CH:19][C:18]([CH2:21][C:22]([OH:24])=[O:23])=[CH:17][C:16]=3[Cl:25])[CH:10]([OH:26])[C:9]=2[C:8]([O:27][CH2:28][CH:29]([F:31])[F:30])=[C:7]2[CH:32]=[CH:33][CH:34]=[CH:35][C:6]=12.C([SiH](CC)CC)C. Product: [F:36][CH:2]([F:1])[CH2:3][O:4][C:5]1[C:13]2[CH2:12][N:11]([C:15]3[CH:20]=[CH:19][C:18]([CH2:21][C:22]([OH:24])=[O:23])=[CH:17][C:16]=3[Cl:25])[C:10](=[O:26])[C:9]=2[C:8]([O:27][CH2:28][CH:29]([F:30])[F:31])=[C:7]2[CH:32]=[CH:33][CH:34]=[CH:35][C:6]=12. The catalyst class is: 55. (2) Reactant: [H-].[Na+].[C:3]([O:11][CH2:12][CH3:13])(=[O:10])[CH2:4][C:5]([O:7][CH2:8][CH3:9])=[O:6].Br[CH2:15][C:16]([CH3:18])=[CH2:17].[Cl-].[NH4+]. Product: [CH3:17][C:16](=[CH2:15])[CH2:18][CH:4]([C:5]([O:7][CH2:8][CH3:9])=[O:6])[C:3]([O:11][CH2:12][CH3:13])=[O:10]. The catalyst class is: 1.